Dataset: Reaction yield outcomes from USPTO patents with 853,638 reactions. Task: Predict the reaction yield, written as a fraction of the theoretical maximum amount of product (1.0 means a 100% yield; for example, 0.34 means a 34% yield). The reactants are C([N:9]1[C:14](=[O:15])[CH:13]=[CH:12][N:11]([CH2:16]/[CH:17]=[CH:18]/[CH2:19][O:20][C:21]([C:34]2[CH:39]=[CH:38][CH:37]=[CH:36][CH:35]=2)([C:28]2[CH:33]=[CH:32][CH:31]=[CH:30][CH:29]=2)[C:22]2[CH:27]=[CH:26][CH:25]=[CH:24][CH:23]=2)[C:10]1=[O:40])(=O)C1C=CC=CC=1.CO[Na]. The catalyst is CO. The product is [C:21]([O:20][CH2:19]/[CH:18]=[CH:17]/[CH2:16][N:11]1[CH:12]=[CH:13][C:14](=[O:15])[NH:9][C:10]1=[O:40])([C:22]1[CH:27]=[CH:26][CH:25]=[CH:24][CH:23]=1)([C:28]1[CH:29]=[CH:30][CH:31]=[CH:32][CH:33]=1)[C:34]1[CH:35]=[CH:36][CH:37]=[CH:38][CH:39]=1. The yield is 0.900.